This data is from Peptide-MHC class II binding affinity with 134,281 pairs from IEDB. The task is: Regression. Given a peptide amino acid sequence and an MHC pseudo amino acid sequence, predict their binding affinity value. This is MHC class II binding data. The binding affinity (normalized) is 0.407. The MHC is DRB4_0101 with pseudo-sequence DRB4_0103. The peptide sequence is NLLQERLKKLKSEHG.